This data is from Forward reaction prediction with 1.9M reactions from USPTO patents (1976-2016). The task is: Predict the product of the given reaction. (1) Given the reactants FC(F)(F)C(O)=O.[Br:8][C:9]1[CH:18]=[CH:17][CH:16]=[C:15]2[C:10]=1[CH2:11][C@H:12]([CH2:19][OH:20])[NH:13][CH2:14]2.N1C=CN=C1.[C:26]([Si:30]([CH3:33])([CH3:32])Cl)([CH3:29])([CH3:28])[CH3:27].BrC1C=CC=C2C=1C[C@H](CO)N(C(OC(C)(C)C)=O)C2, predict the reaction product. The product is: [Br:8][C:9]1[CH:18]=[CH:17][CH:16]=[C:15]2[C:10]=1[CH2:11][C@H:12]([CH2:19][O:20][Si:30]([C:26]([CH3:29])([CH3:28])[CH3:27])([CH3:33])[CH3:32])[NH:13][CH2:14]2. (2) Given the reactants Cl[C:2]1[N:11]=[C:10]([NH:12][CH2:13][CH:14]([C:21]2[CH:26]=[CH:25][CH:24]=[CH:23][CH:22]=2)[C:15]2[CH:20]=[CH:19][CH:18]=[CH:17][CH:16]=2)[C:9]2[C:4](=[CH:5][CH:6]=[CH:7][CH:8]=2)[N:3]=1.[NH:27]1[C:35]2[CH2:34][CH2:33][NH:32][CH2:31][C:30]=2[CH:29]=[CH:28]1, predict the reaction product. The product is: [NH:27]1[C:35]2[CH2:34][CH2:33][N:32]([C:2]3[N:11]=[C:10]([NH:12][CH2:13][CH:14]([C:21]4[CH:26]=[CH:25][CH:24]=[CH:23][CH:22]=4)[C:15]4[CH:16]=[CH:17][CH:18]=[CH:19][CH:20]=4)[C:9]4[C:4](=[CH:5][CH:6]=[CH:7][CH:8]=4)[N:3]=3)[CH2:31][C:30]=2[CH:29]=[CH:28]1. (3) Given the reactants C(O[C:5]1[CH:10]=[CH:9][C:8]([CH:11]=[CH:12][C:13]2[CH:18]=CC=[CH:15][CH:14]=2)=[C:7](OC(=O)C)[C:6]=1[O:23]C(=O)C)(=O)C.[C:27]([O-:30])(=O)[CH3:28].[NH4+].C[OH:33], predict the reaction product. The product is: [C:8]1([CH:11]=[CH:12][C:13]2[CH:18]=[CH:28][C:27]([OH:30])=[CH:15][CH:14]=2)[CH:7]=[C:6]([OH:23])[CH:5]=[C:10]([OH:33])[CH:9]=1. (4) The product is: [S:31]1[CH:32]=[CH:33][CH:34]=[C:12]1[CH2:11][CH2:10][NH:13][C:14]([C:16]1[S:17][CH:18]=[CH:19][C:20]=1[NH:21][C:22]1[CH:27]=[CH:26][N:25]=[C:24]2[NH:28][CH:29]=[CH:30][C:23]=12)=[O:15]. Given the reactants C(OC(N1[CH2:12][CH2:11][CH:10]([NH:13][C:14]([C:16]2[S:17][CH:18]=[CH:19][C:20]=2[NH:21][C:22]2[CH:27]=[CH:26][N:25]=[C:24]3[NH:28][CH:29]=[CH:30][C:23]=23)=[O:15])C1)=O)(C)(C)C.[S:31]1C=[CH:34][CH:33]=[C:32]1CCN, predict the reaction product.